From a dataset of hERG potassium channel inhibition data for cardiac toxicity prediction from Karim et al.. Regression/Classification. Given a drug SMILES string, predict its toxicity properties. Task type varies by dataset: regression for continuous values (e.g., LD50, hERG inhibition percentage) or binary classification for toxic/non-toxic outcomes (e.g., AMES mutagenicity, cardiotoxicity, hepatotoxicity). Dataset: herg_karim. (1) The compound is CC(C)N(C)[C@@H]1CC[C@H](NC(=O)CNC(=O)c2cccc(C(F)(F)F)c2)[C@H](CS(=O)(=O)c2ccccc2)C1. The result is 0 (non-blocker). (2) The molecule is CCOC(=O)CCc1ccc(OC[C@H](O)CNC(C)(C)Cc2ccc3ccccc3c2)c(C#N)c1.Cl. The result is 1 (blocker). (3) The drug is CN(C)C(=O)[C@@H](c1ccc(-c2ccc(F)cc2)cc1)C([NH3+])C(=O)N1CC[C@H](F)C1. The result is 1 (blocker). (4) The drug is C[C@@H]1C[C@H](N)C[C@H](c2ccncc2NC(=O)c2ccc(F)c(-c3c(F)cccc3F)n2)C1. The result is 0 (non-blocker). (5) The drug is Cc1c(NC(=O)OC[C@@H]2COCCN2)cn2ncnc(Nc3ccc4c(cnn4Cc4cccc(F)c4)c3)c12. The result is 1 (blocker). (6) The drug is NC(CC(=O)N1CCC[C@H]1C(=O)NCc1ccc(C(=O)O)cc1)Cc1ccc(F)c(F)c1.O=C(O)C(F)(F)F. The result is 0 (non-blocker).